From a dataset of Full USPTO retrosynthesis dataset with 1.9M reactions from patents (1976-2016). Predict the reactants needed to synthesize the given product. The reactants are: [F:1][C:2]1[CH:7]=[CH:6][C:5]([C:8]2[C:12]([C:13](O)=[O:14])=[C:11]([CH2:16][O:17][CH3:18])[O:10][N:9]=2)=[CH:4][CH:3]=1.S(Cl)([Cl:21])=O. Given the product [F:1][C:2]1[CH:7]=[CH:6][C:5]([C:8]2[C:12]([C:13]([Cl:21])=[O:14])=[C:11]([CH2:16][O:17][CH3:18])[O:10][N:9]=2)=[CH:4][CH:3]=1, predict the reactants needed to synthesize it.